From a dataset of NCI-60 drug combinations with 297,098 pairs across 59 cell lines. Regression. Given two drug SMILES strings and cell line genomic features, predict the synergy score measuring deviation from expected non-interaction effect. (1) Drug 1: CC1C(C(CC(O1)OC2CC(CC3=C2C(=C4C(=C3O)C(=O)C5=C(C4=O)C(=CC=C5)OC)O)(C(=O)C)O)N)O.Cl. Drug 2: C1=CC(=CC=C1C#N)C(C2=CC=C(C=C2)C#N)N3C=NC=N3. Cell line: LOX IMVI. Synergy scores: CSS=12.5, Synergy_ZIP=-10.3, Synergy_Bliss=-5.94, Synergy_Loewe=-16.4, Synergy_HSA=-3.38. (2) Drug 1: CC1=C(C=C(C=C1)NC2=NC=CC(=N2)N(C)C3=CC4=NN(C(=C4C=C3)C)C)S(=O)(=O)N.Cl. Drug 2: CC1=CC=C(C=C1)C2=CC(=NN2C3=CC=C(C=C3)S(=O)(=O)N)C(F)(F)F. Cell line: HCT116. Synergy scores: CSS=19.2, Synergy_ZIP=-2.87, Synergy_Bliss=5.23, Synergy_Loewe=2.39, Synergy_HSA=4.18.